This data is from TCR-epitope binding with 47,182 pairs between 192 epitopes and 23,139 TCRs. The task is: Binary Classification. Given a T-cell receptor sequence (or CDR3 region) and an epitope sequence, predict whether binding occurs between them. The epitope is AYILFTRFFYV. The TCR CDR3 sequence is CASSLLQTPISF. Result: 1 (the TCR binds to the epitope).